Dataset: Catalyst prediction with 721,799 reactions and 888 catalyst types from USPTO. Task: Predict which catalyst facilitates the given reaction. (1) Reactant: [H-].[Na+].[CH2:3]([C:5]1[C:14]([CH3:15])=[C:13]([OH:16])[C:12]2[C:7](=[CH:8][C:9]([Cl:18])=[C:10]([F:17])[CH:11]=2)[N:6]=1)[CH3:4].C(C1C(C)=C([O:32][C:33]([CH:35]2[CH2:37][CH2:36]2)=O)C2C(=CC(F)=C(F)C=2)N=1)C.[CH2:40]([C:42]1[C:51]([CH3:52])=[C:50]([O:53][C:54]([CH:56]2[CH2:58][CH2:57]2)=[O:55])[C:49]2[C:44](=[CH:45][CH:46]=[C:47]([F:60])[C:48]=2F)[N:43]=1)[CH3:41]. Product: [CH2:3]([C:5]1[C:14]([CH3:15])=[C:13]([O:16][C:33]([CH:35]2[CH2:37][CH2:36]2)=[O:32])[C:12]2[C:7](=[CH:8][C:9]([Cl:18])=[C:10]([F:17])[CH:11]=2)[N:6]=1)[CH3:4].[CH2:40]([C:42]1[C:51]([CH3:52])=[C:50]([O:53][C:54]([CH:56]2[CH2:58][CH2:57]2)=[O:55])[C:49]2[C:44](=[CH:45][CH:46]=[C:47]([F:60])[C:48]=2[Cl:18])[N:43]=1)[CH3:41]. The catalyst class is: 30. (2) Reactant: [Cl:1][CH2:2][CH2:3][NH2:4].Cl.CCN(CC)CC.[O:13](C(OC(C)(C)C)=O)[C:14]([O:16][C:17]([CH3:20])([CH3:19])[CH3:18])=O. Product: [C:17]([O:16][C:14](=[O:13])[NH:4][CH2:3][CH2:2][Cl:1])([CH3:20])([CH3:19])[CH3:18]. The catalyst class is: 2. (3) Reactant: C([O:4][C@@H:5]([CH2:11][C:12]1[CH:17]=[CH:16][CH:15]=[CH:14][C:13]=1[O:18][CH:19]1[CH2:24][CH2:23][CH2:22][CH2:21][O:20]1)[C:6]([O:8][CH2:9][CH3:10])=[O:7])(=O)C.[O-]CC.[Na+]. Product: [OH:4][C@@H:5]([CH2:11][C:12]1[CH:17]=[CH:16][CH:15]=[CH:14][C:13]=1[O:18][CH:19]1[CH2:24][CH2:23][CH2:22][CH2:21][O:20]1)[C:6]([O:8][CH2:9][CH3:10])=[O:7]. The catalyst class is: 8. (4) Reactant: [CH2:1]([NH:5][C:6]1[N:7]=[CH:8][C:9]2[C:14]([C:15]3[CH:20]=[CH:19][C:18]([F:21])=[CH:17][CH:16]=3)=[CH:13][N:12]([C@H:22]3[CH2:27][CH2:26][C@H:25]([O:28][Si](C(C)(C)C)(C)C)[CH2:24][CH2:23]3)[C:10]=2[N:11]=1)[CH2:2][CH2:3][CH3:4]. Product: [CH2:1]([NH:5][C:6]1[N:7]=[CH:8][C:9]2[C:14]([C:15]3[CH:20]=[CH:19][C:18]([F:21])=[CH:17][CH:16]=3)=[CH:13][N:12]([C@H:22]3[CH2:23][CH2:24][C@H:25]([OH:28])[CH2:26][CH2:27]3)[C:10]=2[N:11]=1)[CH2:2][CH2:3][CH3:4]. The catalyst class is: 240. (5) Reactant: C([O:8][C:9]1[C:10]([CH:19]([O:24][C:25]([CH3:28])([CH3:27])[CH3:26])[C:20]([O:22][CH3:23])=[O:21])=[CH:11][C:12]2[C:17]([CH:18]=1)=[CH:16][CH:15]=[CH:14][CH:13]=2)C1C=CC=CC=1. Product: [C:25]([O:24][CH:19]([C:10]1[C:9]([OH:8])=[CH:18][C:17]2[C:12](=[CH:13][CH:14]=[CH:15][CH:16]=2)[CH:11]=1)[C:20]([O:22][CH3:23])=[O:21])([CH3:28])([CH3:26])[CH3:27]. The catalyst class is: 153.